Dataset: Catalyst prediction with 721,799 reactions and 888 catalyst types from USPTO. Task: Predict which catalyst facilitates the given reaction. (1) Reactant: [Br:1][C:2]1[CH:3]=[C:4]([CH2:8][C:9]([OH:11])=O)[CH:5]=[CH:6][CH:7]=1.S(=O)(=O)(O)O.C[C:18]1[N:23]=[C:22]([C:24](OCC)=O)[CH:21]=[CH:20][CH:19]=1.CC(C)([O-])C.[K+].Cl.[OH-].[Na+]. Product: [Br:1][C:2]1[CH:3]=[C:4]([CH2:8][C:9]([C:18]2[CH:19]=[CH:20][CH:21]=[C:22]([CH3:24])[N:23]=2)=[O:11])[CH:5]=[CH:6][CH:7]=1. The catalyst class is: 364. (2) Reactant: Cl[C:2]1[N:7]=[C:6]([NH2:8])[CH:5]=[N:4][CH:3]=1.[CH3:9][N:10]1[CH2:15][CH2:14][NH:13][CH2:12][CH2:11]1.O. Product: [CH3:9][N:10]1[CH2:15][CH2:14][N:13]([C:2]2[CH:3]=[N:4][CH:5]=[C:6]([NH2:8])[N:7]=2)[CH2:12][CH2:11]1. The catalyst class is: 9. (3) Reactant: [C:1]1([C:10]2[C:5](=[CH:6][CH:7]=[CH:8][CH:9]=2)[CH2:4][O:3]1)=O.[C:11]1([CH2:17][CH2:18][CH2:19][CH2:20][NH2:21])[CH:16]=[CH:15][CH:14]=[CH:13][CH:12]=1. Product: [C:11]1([CH2:17][CH2:18][CH2:19][CH2:20][N:21]2[CH2:1][C:10]3[C:5](=[CH:6][CH:7]=[CH:8][CH:9]=3)[C:4]2=[O:3])[CH:16]=[CH:15][CH:14]=[CH:13][CH:12]=1. The catalyst class is: 195.